The task is: Predict which catalyst facilitates the given reaction.. This data is from Catalyst prediction with 721,799 reactions and 888 catalyst types from USPTO. (1) Reactant: [C:1](=[O:4])([O-])O.[Na+].Cl.Cl.[N:8]1([C:14]2[CH:15]=[C:16]([CH2:20][OH:21])[CH:17]=[CH:18][CH:19]=2)[CH2:13][CH2:12][NH:11][CH2:10][CH2:9]1. Product: [O:4]1[CH2:1][CH2:18][CH:19]([N:11]2[CH2:12][CH2:13][N:8]([C:14]3[CH:15]=[C:16]([CH2:20][OH:21])[CH:17]=[CH:18][CH:19]=3)[CH2:9][CH2:10]2)[CH2:14][CH2:15]1. The catalyst class is: 22. (2) Reactant: [Br:1][C:2]1[CH:3]=[C:4]([N:8]2[CH2:13][CH2:12][NH:11][CH2:10][CH2:9]2)[CH:5]=[CH:6][CH:7]=1.[C:14]([O:18][C:19](O[C:19]([O:18][C:14]([CH3:17])([CH3:16])[CH3:15])=[O:20])=[O:20])([CH3:17])([CH3:16])[CH3:15]. Product: [C:14]([O:18][C:19]([N:11]1[CH2:12][CH2:13][N:8]([C:4]2[CH:5]=[CH:6][CH:7]=[C:2]([Br:1])[CH:3]=2)[CH2:9][CH2:10]1)=[O:20])([CH3:17])([CH3:16])[CH3:15]. The catalyst class is: 2. (3) Reactant: Cl[CH2:2][C@H:3]([OH:10])[CH2:4][C:5]([O:7][CH2:8][CH3:9])=[O:6].[O:11]1[C:16]2[CH:17]=[CH:18][C:19]([N:21]=[C:22]=[O:23])=[CH:20][C:15]=2[O:14][CH2:13][CH2:12]1. Product: [CH2:8]([O:7][C:5](=[O:6])[CH2:4][C@H:3]1[O:10][C:22](=[O:23])[N:21]([C:19]2[CH:18]=[CH:17][C:16]3[O:11][CH2:12][CH2:13][O:14][C:15]=3[CH:20]=2)[CH2:2]1)[CH3:9]. The catalyst class is: 48. (4) Reactant: [F:1][C:2]1[CH:23]=[CH:22][C:21]([CH2:24][C:25]2[C:34]3[C:29](=[CH:30][CH:31]=[CH:32][CH:33]=3)[C:28](=[O:35])[NH:27][N:26]=2)=[CH:20][C:3]=1[C:4]([N:6]1[CH2:12][CH2:11][CH2:10][N:9](C(OC(C)(C)C)=O)[CH2:8][CH2:7]1)=[O:5].[C:36]([OH:42])([C:38]([F:41])([F:40])[F:39])=[O:37]. Product: [OH:42][C:36]([C:38]([F:41])([F:40])[F:39])=[O:37].[N:6]1([C:4]([C:3]2[CH:20]=[C:21]([CH:22]=[CH:23][C:2]=2[F:1])[CH2:24][C:25]2[C:34]3[C:29](=[CH:30][CH:31]=[CH:32][CH:33]=3)[C:28](=[O:35])[NH:27][N:26]=2)=[O:5])[CH2:12][CH2:11][CH2:10][NH:9][CH2:8][CH2:7]1. The catalyst class is: 2. (5) Reactant: C[O:2][C:3](=[O:36])[C@@H:4]([NH:14][C:15]([C:17]1[C:18]([CH3:35])=[N:19][C:20]([NH:24][CH2:25][CH2:26][CH2:27][C:28]2[CH:33]=[CH:32][CH:31]=[C:30]([OH:34])[CH:29]=2)=[N:21][C:22]=1[CH3:23])=[O:16])[CH2:5][NH:6][C:7]([C:9]1[S:10][CH:11]=[CH:12][CH:13]=1)=[O:8].O[Li].O. Product: [OH:34][C:30]1[CH:29]=[C:28]([CH2:27][CH2:26][CH2:25][NH:24][C:20]2[N:19]=[C:18]([CH3:35])[C:17]([C:15]([NH:14][C@@H:4]([CH2:5][NH:6][C:7]([C:9]3[S:10][CH:11]=[CH:12][CH:13]=3)=[O:8])[C:3]([OH:36])=[O:2])=[O:16])=[C:22]([CH3:23])[N:21]=2)[CH:33]=[CH:32][CH:31]=1. The catalyst class is: 20. (6) Reactant: [CH2:1]([O:3][C:4]([C:6]1[C:7](=[O:28])[N:8]([C:22]2[CH:27]=[CH:26][CH:25]=[CH:24][CH:23]=2)[C:9]2[C:14]([C:15]=1[N:16]1[CH2:21][CH2:20][NH:19][CH2:18][CH2:17]1)=[CH:13][CH:12]=[CH:11][CH:10]=2)=[O:5])[CH3:2].[H-].[Na+].[CH3:31]I. Product: [CH2:1]([O:3][C:4]([C:6]1[C:7](=[O:28])[N:8]([C:22]2[CH:23]=[CH:24][CH:25]=[CH:26][CH:27]=2)[C:9]2[C:14]([C:15]=1[N:16]1[CH2:17][CH2:18][N:19]([CH3:31])[CH2:20][CH2:21]1)=[CH:13][CH:12]=[CH:11][CH:10]=2)=[O:5])[CH3:2]. The catalyst class is: 3. (7) Reactant: C([O:8][C:9]1[CH:10]=[C:11]([C:26]2[O:30][N:29]=[C:28]([C:31]3[C:32]([C:37]([F:40])([F:39])[F:38])=[N:33][CH:34]=[CH:35][CH:36]=3)[N:27]=2)[CH:12]=[C:13]([N+:23]([O-:25])=[O:24])[C:14]=1[O:15]CC1C=CC=CC=1)C1C=CC=CC=1.B(Br)(Br)Br. Product: [N+:23]([C:13]1[CH:12]=[C:11]([C:26]2[O:30][N:29]=[C:28]([C:31]3[C:32]([C:37]([F:40])([F:39])[F:38])=[N:33][CH:34]=[CH:35][CH:36]=3)[N:27]=2)[CH:10]=[C:9]([OH:8])[C:14]=1[OH:15])([O-:25])=[O:24]. The catalyst class is: 4.